This data is from Full USPTO retrosynthesis dataset with 1.9M reactions from patents (1976-2016). The task is: Predict the reactants needed to synthesize the given product. Given the product [CH3:1][O:2][C:3]1[CH:12]=[C:11]2[C:6](=[CH:5][N:4]=1)[CH2:7][NH:8][CH2:9][CH2:10]2, predict the reactants needed to synthesize it. The reactants are: [CH3:1][O:2][C:3]1[N:4]=[CH:5][C:6]2[C:11]([CH:12]=1)=[CH:10][CH:9]=[N:8][CH:7]=2.